This data is from Full USPTO retrosynthesis dataset with 1.9M reactions from patents (1976-2016). The task is: Predict the reactants needed to synthesize the given product. (1) Given the product [ClH:29].[C:25]1([CH3:28])[CH:24]=[CH:23][C:22]([O:21][C:18]2[CH:19]=[CH:20][C:15]([O:14][CH2:13][C@H:9]3[CH2:10][CH2:11][CH2:12][NH:8]3)=[CH:16][CH:17]=2)=[CH:27][CH:26]=1, predict the reactants needed to synthesize it. The reactants are: C(OC([N:8]1[CH2:12][CH2:11][CH2:10][C@@H:9]1[CH2:13][O:14][C:15]1[CH:20]=[CH:19][C:18]([O:21][C:22]2[CH:27]=[CH:26][C:25]([CH3:28])=[CH:24][CH:23]=2)=[CH:17][CH:16]=1)=O)(C)(C)C.[ClH:29]. (2) Given the product [NH2:1][C:2]1[C:3]([C:9]([O:11][CH2:12][CH3:13])=[O:10])=[N:4][C:5]([C:24]2[CH2:25][CH2:26][N:21]([C:19]([O:18][C:14]([CH3:17])([CH3:16])[CH3:15])=[O:20])[CH2:22][CH:23]=2)=[CH:6][CH:7]=1, predict the reactants needed to synthesize it. The reactants are: [NH2:1][C:2]1[C:3]([C:9]([O:11][CH2:12][CH3:13])=[O:10])=[N:4][C:5](Br)=[CH:6][CH:7]=1.[C:14]([O:18][C:19]([N:21]1[CH2:26][CH:25]=[C:24](B2OC(C)(C)C(C)(C)O2)[CH2:23][CH2:22]1)=[O:20])([CH3:17])([CH3:16])[CH3:15].C([O-])([O-])=O.[K+].[K+].CN(C=O)C. (3) Given the product [Cl:10][C:4]1[CH:3]=[C:2]([C:15]2[CH:14]=[CH:13][C:12]([F:11])=[CH:17][C:16]=2[F:18])[CH:9]=[CH:8][C:5]=1[C:6]#[N:7], predict the reactants needed to synthesize it. The reactants are: Br[C:2]1[CH:9]=[CH:8][C:5]([C:6]#[N:7])=[C:4]([Cl:10])[CH:3]=1.[F:11][C:12]1[CH:17]=[C:16]([F:18])[CH:15]=[CH:14][C:13]=1B(O)O.[O-]P([O-])([O-])=O.[K+].[K+].[K+].O. (4) Given the product [F:1][C:2]1[CH:3]=[C:4]([CH:29]=[CH:30][C:31]=1[F:32])[O:5][C:6]1[N:11]=[C:10]([O:12][CH3:13])[C:9]([C:39]2[CH:38]=[CH:37][CH:36]=[C:35]([O:34][CH3:33])[CH:40]=2)=[C:8]([C:21]2[CH:26]=[CH:25][C:24]([Cl:27])=[CH:23][C:22]=2[Cl:28])[N:7]=1, predict the reactants needed to synthesize it. The reactants are: [F:1][C:2]1[CH:3]=[C:4]([CH:29]=[CH:30][C:31]=1[F:32])[O:5][C:6]1[N:11]=[C:10]([O:12][CH3:13])[C:9](S(C(F)(F)F)(=O)=O)=[C:8]([C:21]2[CH:26]=[CH:25][C:24]([Cl:27])=[CH:23][C:22]=2[Cl:28])[N:7]=1.[CH3:33][O:34][C:35]1[CH:36]=[C:37](B(O)O)[CH:38]=[CH:39][CH:40]=1. (5) Given the product [C:4]([C:3]1[C:2]([N:1]=[CH:13][N:14]([CH3:16])[CH3:15])=[N:9][C:8]([CH3:10])=[CH:7][CH:6]=1)#[N:5], predict the reactants needed to synthesize it. The reactants are: [NH2:1][C:2]1[N:9]=[C:8]([CH3:10])[CH:7]=[CH:6][C:3]=1[C:4]#[N:5].CO[CH:13](OC)[N:14]([CH3:16])[CH3:15]. (6) Given the product [Cl:1][C:2]1[CH:9]=[C:8]([S:10][C:11]([F:16])([F:17])[C:12]([F:14])([F:15])[F:13])[CH:7]=[CH:6][C:3]=1[N:4]([CH3:5])[C:24]([NH:23][C:21](=[O:22])[C:20]1[C:19]([F:18])=[CH:29][CH:28]=[CH:27][C:26]=1[F:30])=[O:25], predict the reactants needed to synthesize it. The reactants are: [Cl:1][C:2]1[CH:9]=[C:8]([S:10][C:11]([F:17])([F:16])[C:12]([F:15])([F:14])[F:13])[CH:7]=[CH:6][C:3]=1[NH:4][CH3:5].[F:18][C:19]1[CH:29]=[CH:28][CH:27]=[C:26]([F:30])[C:20]=1[C:21]([N:23]=[C:24]=[O:25])=[O:22].CCCCCC. (7) Given the product [Cl:27][C:21]1[CH:22]=[CH:23][CH:24]=[C:25]([F:26])[C:20]=1[C:9]1[N:8]([C:6]([O:5][C:1]([CH3:3])([CH3:4])[CH3:2])=[O:7])[C:16]2[C:11]([CH:10]=1)=[CH:12][C:13]([C:17]1[N:41]([CH3:40])[N:42]=[C:43]([C:45]3[CH:50]=[N:49][CH:48]=[N:47][CH:46]=3)[N:44]=1)=[CH:14][CH:15]=2, predict the reactants needed to synthesize it. The reactants are: [C:1]([O:5][C:6]([N:8]1[C:16]2[C:11](=[CH:12][C:13]([C:17](O)=O)=[CH:14][CH:15]=2)[CH:10]=[C:9]1[C:20]1[C:25]([F:26])=[CH:24][CH:23]=[CH:22][C:21]=1[Cl:27])=[O:7])([CH3:4])([CH3:3])[CH3:2].C(C1NC=CN=1)(C1NC=CN=1)=O.[CH3:40][NH:41][NH:42][C:43]([C:45]1[CH:46]=[N:47][CH:48]=[N:49][CH:50]=1)=[NH:44]. (8) Given the product [CH3:29][O:28][C:26](=[O:27])[CH2:25][CH2:24][CH2:23][S:19][C:11]1[N:12]=[C:13]2[CH:18]=[CH:17][CH:16]=[CH:15][N:14]2[C:10]=1[CH2:9][C:8]1[C:4]2[CH:3]=[C:2]([Cl:1])[CH:21]=[CH:20][C:5]=2[S:6][CH:7]=1, predict the reactants needed to synthesize it. The reactants are: [Cl:1][C:2]1[CH:21]=[CH:20][C:5]2[S:6][CH:7]=[C:8]([CH2:9][CH:10]3[N:14]4[CH:15]=[CH:16][CH:17]=[CH:18][C:13]4=[N:12][C:11]3=[S:19])[C:4]=2[CH:3]=1.Br[CH2:23][CH2:24][CH2:25][C:26]([O:28][CH3:29])=[O:27].C(=O)([O-])[O-].[K+].[K+]. (9) Given the product [CH3:18][N:17]1[C:13]([C:10]2[CH:11]=[CH:12][C:7]([NH:6][CH2:4][C:3]3[C:2]([F:1])=[CH:26][C:25]([F:27])=[CH:24][C:23]=3[F:28])=[CH:8][CH:9]=2)=[CH:14][C:15]([C:19]([F:22])([F:20])[F:21])=[N:16]1, predict the reactants needed to synthesize it. The reactants are: [F:1][C:2]1[CH:26]=[C:25]([F:27])[CH:24]=[C:23]([F:28])[C:3]=1[C:4]([NH:6][C:7]1[CH:12]=[CH:11][C:10]([C:13]2[N:17]([CH3:18])[N:16]=[C:15]([C:19]([F:22])([F:21])[F:20])[CH:14]=2)=[CH:9][CH:8]=1)=O.Cl.C(OCC)(=O)C.